Dataset: Forward reaction prediction with 1.9M reactions from USPTO patents (1976-2016). Task: Predict the product of the given reaction. (1) Given the reactants [CH2:1]([O:8][C:9]([NH:11][C:12]([CH3:19])([CH3:18])[C:13](OCC)=[O:14])=[O:10])[C:2]1[CH:7]=[CH:6][CH:5]=[CH:4][CH:3]=1.[H-].C([Al+]CC(C)C)C(C)C.[Cr](O[Cr]([O-])(=O)=O)([O-])(=O)=O.[NH+]1C=CC=CC=1.[NH+]1C=CC=CC=1, predict the reaction product. The product is: [CH3:19][C:12]([NH:11][C:9](=[O:10])[O:8][CH2:1][C:2]1[CH:3]=[CH:4][CH:5]=[CH:6][CH:7]=1)([CH3:18])[CH:13]=[O:14]. (2) Given the reactants [H-].[H-].[H-].[H-].[Li+].[Al+3].[NH2:7][C@@H:8]([CH:18]([CH3:20])[CH3:19])[C:9]([N:11]1[CH2:15][CH2:14][C:13]([F:17])([F:16])[CH2:12]1)=O.O.[OH-].[Na+], predict the reaction product. The product is: [F:17][C:13]1([F:16])[CH2:14][CH2:15][N:11]([CH2:9][C@@H:8]([NH2:7])[CH:18]([CH3:19])[CH3:20])[CH2:12]1. (3) Given the reactants [CH3:1][O:2][C:3](=[O:28])[C@H:4]([CH2:13][CH2:14][CH2:15][CH2:16][NH:17][C:18](OCC1C=CC=CC=1)=O)[NH:5][C:6]([O:8][C:9]([CH3:12])([CH3:11])[CH3:10])=[O:7].[CH:29](=O)[CH:30](C)[CH3:31].C(N(CC)CC)C.[Br:41][C:42]1[CH:47]=[CH:46][C:45]([S:48](Cl)(=[O:50])=[O:49])=[CH:44][CH:43]=1, predict the reaction product. The product is: [CH3:1][O:2][C:3](=[O:28])[C@H:4]([CH2:13][CH2:14][CH2:15][CH2:16][N:17]([CH2:18][CH:30]([CH3:31])[CH3:29])[S:48]([C:45]1[CH:46]=[CH:47][C:42]([Br:41])=[CH:43][CH:44]=1)(=[O:50])=[O:49])[NH:5][C:6]([O:8][C:9]([CH3:10])([CH3:11])[CH3:12])=[O:7]. (4) Given the reactants [Cl:1][C:2]1[CH:6]=[CH:5][N:4]([C:7]2[CH:8]=[N:9][CH:10]=[CH:11][CH:12]=2)[N:3]=1.S(=O)(=O)(O)O.[N+:18]([O-])([OH:20])=[O:19].S(=O)(=O)(O)O.[N+]([O-])(O)=O.[OH-].[Na+], predict the reaction product. The product is: [Cl:1][C:2]1[C:6]([N+:18]([O-:20])=[O:19])=[CH:5][N:4]([C:7]2[CH:8]=[N:9][CH:10]=[CH:11][CH:12]=2)[N:3]=1. (5) Given the reactants Br[CH2:2][C:3]1[C:7]2[CH:8]=[CH:9][CH:10]=[CH:11][C:6]=2[O:5][CH:4]=1.[B:12]1([B:12]2[O:16][C:15]([CH3:18])([CH3:17])[C:14]([CH3:20])([CH3:19])[O:13]2)[O:16][C:15]([CH3:18])([CH3:17])[C:14]([CH3:20])([CH3:19])[O:13]1.C(=O)([O-])[O-].[K+].[K+], predict the reaction product. The product is: [O:5]1[C:6]2[CH:11]=[CH:10][CH:9]=[CH:8][C:7]=2[C:3]([CH2:2][B:12]2[O:16][C:15]([CH3:18])([CH3:17])[C:14]([CH3:20])([CH3:19])[O:13]2)=[CH:4]1. (6) Given the reactants [CH3:1][O:2][C:3]1[CH:4]=[C:5]([NH:13][C:14]2[CH:19]=[N:18][CH:17]=[C:16](Cl)[N:15]=2)[CH:6]=[C:7]([O:11][CH3:12])[C:8]=1[O:9][CH3:10].[C:21]1([OH:31])[C:30]2[CH2:29][CH2:28][CH2:27][CH2:26][C:25]=2[CH:24]=[CH:23][CH:22]=1, predict the reaction product. The product is: [C:21]1([O:31][C:16]2[N:15]=[C:14]([NH:13][C:5]3[CH:4]=[C:3]([O:2][CH3:1])[C:8]([O:9][CH3:10])=[C:7]([O:11][CH3:12])[CH:6]=3)[CH:19]=[N:18][CH:17]=2)[C:30]2[CH2:29][CH2:28][CH2:27][CH2:26][C:25]=2[CH:24]=[CH:23][CH:22]=1. (7) Given the reactants Br[C:2]1[CH:3]=[C:4]([C:8](=[O:10])[CH3:9])[CH:5]=[CH:6][CH:7]=1.[NH:11]1[CH2:15][CH2:14][NH:13][C:12]1=[O:16], predict the reaction product. The product is: [C:8]([C:4]1[CH:3]=[C:2]([N:11]2[CH2:15][CH2:14][NH:13][C:12]2=[O:16])[CH:7]=[CH:6][CH:5]=1)(=[O:10])[CH3:9]. (8) The product is: [CH3:27][O:28][C:29](=[O:40])[CH2:30][CH2:31][O:32][CH2:33][CH2:34][O:35][CH2:36][C:37](=[O:38])[NH:25][C:20]1[CH:21]=[CH:22][CH:23]=[CH:24][C:19]=1[S:16](=[O:18])(=[O:17])[NH:15][C:13]([C@@:8]1([NH:7][C:6]([O:5][C:1]([CH3:2])([CH3:3])[CH3:4])=[O:26])[CH2:10][C@H:9]1[CH:11]=[CH2:12])=[O:14]. Given the reactants [C:1]([O:5][C:6](=[O:26])[NH:7][C@:8]1([C:13]([NH:15][S:16]([C:19]2[CH:24]=[CH:23][CH:22]=[CH:21][C:20]=2[NH2:25])(=[O:18])=[O:17])=[O:14])[CH2:10][C@H:9]1[CH:11]=[CH2:12])([CH3:4])([CH3:3])[CH3:2].[CH3:27][O:28][C:29](=[O:40])[CH2:30][CH2:31][O:32][CH2:33][CH2:34][O:35][CH2:36][C:37](O)=[O:38].N1C2C=CC=CC=2N=N1.S(Cl)(Cl)=O.CCN(CC)CC, predict the reaction product.